From a dataset of Full USPTO retrosynthesis dataset with 1.9M reactions from patents (1976-2016). Predict the reactants needed to synthesize the given product. (1) Given the product [CH:21]([C:2]1[NH:20][C:5]2[N:6]=[CH:7][N:8]=[C:9]([NH:10][C:11]3[CH:12]=[C:13]4[C:17](=[CH:18][CH:19]=3)[NH:16][N:15]=[CH:14]4)[C:4]=2[CH:3]=1)=[CH2:22], predict the reactants needed to synthesize it. The reactants are: Br[C:2]1[NH:20][C:5]2[N:6]=[CH:7][N:8]=[C:9]([NH:10][C:11]3[CH:12]=[C:13]4[C:17](=[CH:18][CH:19]=3)[NH:16][N:15]=[CH:14]4)[C:4]=2[CH:3]=1.[CH3:21][C:22]1(C)C(C)(C)OB(C=C)O1. (2) Given the product [NH2:45][C:2]1[N:7]=[CH:6][C:5]([S:8]([N:11]2[CH2:16][CH2:15][N:14]([C:17]3[N:22]=[CH:21][C:20]([C:23]([OH:32])([C:28]([F:31])([F:30])[F:29])[C:24]([F:27])([F:26])[F:25])=[CH:19][N:18]=3)[C@@H:13]([CH2:33][N:34]([C:39]3[CH:44]=[CH:43][CH:42]=[CH:41][CH:40]=3)[S:35]([CH3:38])(=[O:37])=[O:36])[CH2:12]2)(=[O:10])=[O:9])=[CH:4][CH:3]=1, predict the reactants needed to synthesize it. The reactants are: Cl[C:2]1[N:7]=[CH:6][C:5]([S:8]([N:11]2[CH2:16][CH2:15][N:14]([C:17]3[N:22]=[CH:21][C:20]([C:23]([OH:32])([C:28]([F:31])([F:30])[F:29])[C:24]([F:27])([F:26])[F:25])=[CH:19][N:18]=3)[C@@H:13]([CH2:33][N:34]([C:39]3[CH:44]=[CH:43][CH:42]=[CH:41][CH:40]=3)[S:35]([CH3:38])(=[O:37])=[O:36])[CH2:12]2)(=[O:10])=[O:9])=[CH:4][CH:3]=1.[NH3:45]. (3) Given the product [NH2:1][C:4]1[CH:19]=[CH:18][C:7]([C:8]([O:10][CH2:11][C:12]2[CH:17]=[CH:16][CH:15]=[CH:14][CH:13]=2)=[O:9])=[CH:6][CH:5]=1, predict the reactants needed to synthesize it. The reactants are: [N+:1]([C:4]1[CH:19]=[CH:18][C:7]([C:8]([O:10][CH2:11][C:12]2[CH:17]=[CH:16][CH:15]=[CH:14][CH:13]=2)=[O:9])=[CH:6][CH:5]=1)([O-])=O.C([O-])(O)=O.[Na+].CCOC(C)=O. (4) Given the product [CH3:1][O:2][CH2:3][C:4]1[CH:9]=[C:8]([C:10]([Cl:23])=[O:11])[CH:7]=[CH:6][C:5]=1[C:13]1[CH:18]=[CH:17][CH:16]=[CH:15][C:14]=1[CH3:19], predict the reactants needed to synthesize it. The reactants are: [CH3:1][O:2][CH2:3][C:4]1[CH:9]=[C:8]([C:10](O)=[O:11])[CH:7]=[CH:6][C:5]=1[C:13]1[CH:18]=[CH:17][CH:16]=[CH:15][C:14]=1[CH3:19].C(Cl)(=O)C([Cl:23])=O.CN(C=O)C.